Predict which catalyst facilitates the given reaction. From a dataset of Catalyst prediction with 721,799 reactions and 888 catalyst types from USPTO. (1) Reactant: CC(C)([O-])C.[Na+].[NH:7]1[CH2:12][CH2:11][O:10][CH2:9][CH2:8]1.CC(C1C=C(C(C)C)C(C2C=CC=CC=2P(C2CCCCC2)C2CCCCC2)=C(C(C)C)C=1)C.[C:47]([N:50]1[C:63]2[C:58](=[CH:59][CH:60]=[C:61](Br)[CH:62]=2)[C:52]2([CH2:55][S:54](=[O:57])(=[O:56])[CH2:53]2)[CH2:51]1)(=[O:49])[CH3:48]. Product: [C:47]([N:50]1[C:63]2[C:58](=[CH:59][CH:60]=[C:61]([N:7]3[CH2:12][CH2:11][O:10][CH2:9][CH2:8]3)[CH:62]=2)[C:52]2([CH2:53][S:54](=[O:56])(=[O:57])[CH2:55]2)[CH2:51]1)(=[O:49])[CH3:48]. The catalyst class is: 62. (2) Reactant: C[O:2][C:3]([C:5]1[CH:10]=[CH:9][C:8]([C:11]2[CH:16]=[CH:15][C:14]([Br:17])=[CH:13][CH:12]=2)=[CH:7][CH:6]=1)=O.[H-].[Al+3].[Li+].[H-].[H-].[H-]. Product: [Br:17][C:14]1[CH:13]=[CH:12][C:11]([C:8]2[CH:9]=[CH:10][C:5]([CH2:3][OH:2])=[CH:6][CH:7]=2)=[CH:16][CH:15]=1. The catalyst class is: 7. (3) Reactant: [Br:1][C:2]1[CH:3]=[C:4]([N+:11]([O-])=O)[C:5]([O:8][CH2:9][CH3:10])=[N:6][CH:7]=1.[Cl-].[NH4+].O. Product: [Br:1][C:2]1[CH:3]=[C:4]([NH2:11])[C:5]([O:8][CH2:9][CH3:10])=[N:6][CH:7]=1. The catalyst class is: 447.